From a dataset of Reaction yield outcomes from USPTO patents with 853,638 reactions. Predict the reaction yield, written as a fraction of the theoretical maximum amount of product (1.0 means a 100% yield; for example, 0.34 means a 34% yield). (1) The reactants are [Br:1][C:2]1[CH:7]=[CH:6][C:5]([OH:8])=[C:4]([F:9])[CH:3]=1.O[CH:11]1[CH2:16][CH2:15][O:14][CH2:13][CH2:12]1.C1(P(C2C=CC=CC=2)C2C=CC=CC=2)C=CC=CC=1.CC(OC(/N=N/C(OC(C)C)=O)=O)C. The catalyst is C1COCC1. The product is [Br:1][C:2]1[CH:7]=[CH:6][C:5]([O:8][CH:11]2[CH2:16][CH2:15][O:14][CH2:13][CH2:12]2)=[C:4]([F:9])[CH:3]=1. The yield is 0.830. (2) The yield is 0.840. The catalyst is CC(O)(C)C.O. The reactants are [O:1]=[C:2]1[CH2:8][CH2:7][CH2:6][NH:5][CH2:4][CH2:3]1.Cl.[OH-].[Na+].[C:12]([O:16][C:17](OC([O-])=O)=[O:18])([CH3:15])([CH3:14])[CH3:13]. The product is [C:12]([O:16][C:17]([N:5]1[CH2:6][CH2:7][CH2:8][C:2](=[O:1])[CH2:3][CH2:4]1)=[O:18])([CH3:15])([CH3:14])[CH3:13]. (3) The reactants are [Br:1][C:2]1[CH:3]=[C:4]([C:16]([OH:18])=O)[C:5]2[C:10]([CH2:11][CH3:12])=[N:9][N:8]([CH:13]([CH3:15])[CH3:14])[C:6]=2[N:7]=1.[NH2:19][CH2:20][C:21]1[C:22](=[O:29])[NH:23][C:24]([CH3:28])=[CH:25][C:26]=1[CH3:27].C1CN([P+](ON2N=NC3C=CC=CC2=3)(N2CCCC2)N2CCCC2)CC1.F[P-](F)(F)(F)(F)F. The catalyst is CS(C)=O. The product is [Br:1][C:2]1[CH:3]=[C:4]([C:16]([NH:19][CH2:20][C:21]2[C:22](=[O:29])[NH:23][C:24]([CH3:28])=[CH:25][C:26]=2[CH3:27])=[O:18])[C:5]2[C:10]([CH2:11][CH3:12])=[N:9][N:8]([CH:13]([CH3:14])[CH3:15])[C:6]=2[N:7]=1. The yield is 0.816. (4) The reactants are [CH:1]1([NH:6][C:7]2[N:12]=[C:11]([C:13]3[C:14]([C:24]4[CH:29]=[CH:28][C:27]([F:30])=[CH:26][CH:25]=4)=[N:15][N:16]4[C:21]=3[CH:20]=[CH:19][N:18]=[C:17]4SC)[CH:10]=[CH:9][N:8]=2)[CH2:5][CH2:4][CH2:3][CH2:2]1.ClC1C=C(C=CC=1)C(OO)=O.[NH:42]1[CH2:46][CH2:45][CH2:44][CH2:43]1. The catalyst is ClCCl. The product is [CH:1]1([NH:6][C:7]2[N:12]=[C:11]([C:13]3[C:14]([C:24]4[CH:29]=[CH:28][C:27]([F:30])=[CH:26][CH:25]=4)=[N:15][N:16]4[C:21]=3[CH:20]=[CH:19][N:18]=[C:17]4[N:42]3[CH2:46][CH2:45][CH2:44][CH2:43]3)[CH:10]=[CH:9][N:8]=2)[CH2:5][CH2:4][CH2:3][CH2:2]1. The yield is 0.590. (5) The reactants are [F:1][C:2]([F:15])([O:6][C:7]1[CH:8]=[C:9]([CH:12]=[CH:13][CH:14]=1)[CH:10]=[O:11])[CH:3]([F:5])[F:4].[O:16]([C:23]1[CH:24]=[C:25]([NH:29][CH2:30][CH:31](O)[C:32]([F:35])([F:34])[F:33])[CH:26]=[CH:27][CH:28]=1)[C:17]1[CH:22]=[CH:21][CH:20]=[CH:19][CH:18]=1. The catalyst is [Zn+2].[I-].[I-].C1(C)C=CC=CC=1. The product is [O:16]([C:23]1[CH:24]=[C:25]([N:29]2[CH2:30][CH:31]([C:32]([F:33])([F:34])[F:35])[O:11][CH:10]2[C:9]2[CH:12]=[CH:13][CH:14]=[C:7]([O:6][C:2]([F:15])([F:1])[CH:3]([F:4])[F:5])[CH:8]=2)[CH:26]=[CH:27][CH:28]=1)[C:17]1[CH:18]=[CH:19][CH:20]=[CH:21][CH:22]=1. The yield is 0.920. (6) The reactants are [C:1]([O:8]CC)(=O)[C:2]([O:4]CC)=O.[CH2:11]([NH:15][S:16]([CH2:19][C:20]1[CH:25]=[CH:24][CH:23]=[C:22]([Cl:26])[CH:21]=1)(=[O:18])=[O:17])[CH2:12][CH2:13][CH3:14].CC(C)([O-])C.[K+].Cl. The catalyst is C1COCC1. The product is [CH2:11]([N:15]1[C:1](=[O:8])[C:2]([OH:4])=[C:19]([C:20]2[CH:25]=[CH:24][CH:23]=[C:22]([Cl:26])[CH:21]=2)[S:16]1(=[O:17])=[O:18])[CH2:12][CH2:13][CH3:14]. The yield is 0.960.